From a dataset of Forward reaction prediction with 1.9M reactions from USPTO patents (1976-2016). Predict the product of the given reaction. (1) Given the reactants [Br:1][C:2]1[CH:6]=[CH:5][O:4][C:3]=1[CH:7]=O.[NH:9]1[CH2:14][CH2:13][O:12][CH2:11][CH2:10]1.C(O[BH-](OC(=O)C)OC(=O)C)(=O)C.[Na+], predict the reaction product. The product is: [Br:1][C:2]1[CH:6]=[CH:5][O:4][C:3]=1[CH2:7][N:9]1[CH2:14][CH2:13][O:12][CH2:11][CH2:10]1. (2) Given the reactants S(O)(O)(=O)=O.[NH2:6][NH2:7].[Br:8][C:9]1[C:10](O[C:13](=[O:15])[CH:14]=1)=[O:11], predict the reaction product. The product is: [Br:8][C:9]1[C:10](=[O:11])[NH:6][NH:7][C:13](=[O:15])[CH:14]=1.